Task: Regression/Classification. Given a drug SMILES string, predict its toxicity properties. Task type varies by dataset: regression for continuous values (e.g., LD50, hERG inhibition percentage) or binary classification for toxic/non-toxic outcomes (e.g., AMES mutagenicity, cardiotoxicity, hepatotoxicity). Dataset: herg_karim.. Dataset: hERG potassium channel inhibition data for cardiac toxicity prediction from Karim et al. (1) The compound is Cc1nc2ccccc2n1C1C[C@H]2CC[C@H](C1)N2CCC1(c2ccccc2)CCN(C(=O)c2cccc(C(=O)C(C)(C)c3nnn[nH]3)c2)CC1. The result is 0 (non-blocker). (2) The compound is CNC(=O)c1cc(-c2ccc3c(N4CCOC[C@H]4C)nc(N4CCOC[C@H]4C)nc3n2)ccc1OC(F)F. The result is 0 (non-blocker). (3) The compound is C=CC1(C)CC(=O)C2(O)C(C)(O1)C(OC(C)=O)C(O)C1C(C)(C)CCC(O)C12C. The result is 0 (non-blocker). (4) The molecule is O=S(=O)(c1ccccc1F)N1CCOc2c(N3CCNCC3)cccc21. The result is 1 (blocker). (5) The compound is CC(C)OCC1(C(=O)c2ccc(N)c(Cl)c2)CCCN1. The result is 0 (non-blocker). (6) The molecule is O=C(O)c1ccc(-n2cc(C3CCN(CCN4CCNC4=O)CC3)c3cc(Cl)ccc32)cc1. The result is 0 (non-blocker). (7) The molecule is CN(C)C(=O)[C@@H](c1ccc(C2=CN3N=CNC3C=C2)cc1)[C@H](N)C(=O)N1CC[C@H](F)C1. The result is 0 (non-blocker).